From a dataset of Acute oral toxicity (LD50) regression data from Zhu et al.. Regression/Classification. Given a drug SMILES string, predict its toxicity properties. Task type varies by dataset: regression for continuous values (e.g., LD50, hERG inhibition percentage) or binary classification for toxic/non-toxic outcomes (e.g., AMES mutagenicity, cardiotoxicity, hepatotoxicity). Dataset: ld50_zhu. (1) The molecule is Cc1ccc(C(C)C)cc1O. The rat oral LD50 is 2.27, given as -log10 of the dose in mol/kg body weight (higher means more acutely toxic). (2) The drug is CCOc1ccc(-n2c(C)nc3ccccc3c2=O)cc1. The rat oral LD50 is 1.77, given as -log10 of the dose in mol/kg body weight (higher means more acutely toxic). (3) The drug is CC1CC2C3CCC4=CC(=O)C=CC4(C)C3(F)C(O)CC2(C)C1(O)C(=O)COC(=O)c1ccncc1. The rat oral LD50 is 2.15, given as -log10 of the dose in mol/kg body weight (higher means more acutely toxic). (4) The compound is C=C(C)C=NOC(=O)NC. The rat oral LD50 is 3.25, given as -log10 of the dose in mol/kg body weight (higher means more acutely toxic). (5) The drug is COc1c(O)cc(Cl)c(Cl)c1Cl. The rat oral LD50 is 1.88, given as -log10 of the dose in mol/kg body weight (higher means more acutely toxic). (6) The compound is CC(C)c1ccccc1OP(=O)(Oc1ccccc1)Oc1ccccc1. The rat oral LD50 is 1.57, given as -log10 of the dose in mol/kg body weight (higher means more acutely toxic). (7) The rat oral LD50 is 2.74, given as -log10 of the dose in mol/kg body weight (higher means more acutely toxic). The compound is CN(C)C(=O)N(C)N=O. (8) The compound is Cc1cc(O)ccc1[N+](=O)[O-]. The rat oral LD50 is 1.54, given as -log10 of the dose in mol/kg body weight (higher means more acutely toxic). (9) The compound is O=C1OC(=O)C2CC(Cl)=CCC12. The rat oral LD50 is 1.74, given as -log10 of the dose in mol/kg body weight (higher means more acutely toxic). (10) The drug is N#CSc1ccc(N)cc1. The rat oral LD50 is 2.80, given as -log10 of the dose in mol/kg body weight (higher means more acutely toxic).